From a dataset of Forward reaction prediction with 1.9M reactions from USPTO patents (1976-2016). Predict the product of the given reaction. Given the reactants [Cl:1][C:2]1[CH:3]=[CH:4][C:5]([O:16][CH2:17][CH:18]([CH3:20])[CH3:19])=[C:6]([CH2:8][N:9]2[C:13]([CH3:14])=[CH:12][C:11]([NH2:15])=[N:10]2)[CH:7]=1.[C:21]([O:29][CH2:30][C:31]1[CH:39]=[CH:38][CH:37]=[CH:36][C:32]=1[C:33](Cl)=[O:34])(=[O:28])[C:22]1[CH:27]=[CH:26][CH:25]=[CH:24][CH:23]=1.N1C=CC=CC=1, predict the reaction product. The product is: [C:21]([O:29][CH2:30][C:31]1[CH:39]=[CH:38][CH:37]=[CH:36][C:32]=1[C:33]([NH:15][C:11]1[CH:12]=[C:13]([CH3:14])[N:9]([CH2:8][C:6]2[CH:7]=[C:2]([Cl:1])[CH:3]=[CH:4][C:5]=2[O:16][CH2:17][CH:18]([CH3:20])[CH3:19])[N:10]=1)=[O:34])(=[O:28])[C:22]1[CH:23]=[CH:24][CH:25]=[CH:26][CH:27]=1.